This data is from NCI-60 drug combinations with 297,098 pairs across 59 cell lines. The task is: Regression. Given two drug SMILES strings and cell line genomic features, predict the synergy score measuring deviation from expected non-interaction effect. (1) Drug 1: CC1OCC2C(O1)C(C(C(O2)OC3C4COC(=O)C4C(C5=CC6=C(C=C35)OCO6)C7=CC(=C(C(=C7)OC)O)OC)O)O. Drug 2: C1=CC(=CC=C1CC(C(=O)O)N)N(CCCl)CCCl.Cl. Cell line: A498. Synergy scores: CSS=33.3, Synergy_ZIP=-1.97, Synergy_Bliss=3.10, Synergy_Loewe=-7.28, Synergy_HSA=2.12. (2) Drug 1: CNC(=O)C1=CC=CC=C1SC2=CC3=C(C=C2)C(=NN3)C=CC4=CC=CC=N4. Drug 2: CCC1=CC2CC(C3=C(CN(C2)C1)C4=CC=CC=C4N3)(C5=C(C=C6C(=C5)C78CCN9C7C(C=CC9)(C(C(C8N6C)(C(=O)OC)O)OC(=O)C)CC)OC)C(=O)OC.C(C(C(=O)O)O)(C(=O)O)O. Cell line: SNB-75. Synergy scores: CSS=33.3, Synergy_ZIP=4.57, Synergy_Bliss=2.92, Synergy_Loewe=4.55, Synergy_HSA=4.21. (3) Drug 1: CNC(=O)C1=CC=CC=C1SC2=CC3=C(C=C2)C(=NN3)C=CC4=CC=CC=N4. Drug 2: CCC1=C2CN3C(=CC4=C(C3=O)COC(=O)C4(CC)O)C2=NC5=C1C=C(C=C5)O. Cell line: NCI/ADR-RES. Synergy scores: CSS=14.7, Synergy_ZIP=-4.66, Synergy_Bliss=2.79, Synergy_Loewe=-19.1, Synergy_HSA=2.30.